Dataset: Full USPTO retrosynthesis dataset with 1.9M reactions from patents (1976-2016). Task: Predict the reactants needed to synthesize the given product. Given the product [CH3:12][C:10]1[CH:9]=[CH:8][N:7]=[C:6]([CH2:5][C:4]([OH:13])=[O:3])[CH:11]=1, predict the reactants needed to synthesize it. The reactants are: C([O:3][C:4](=[O:13])[CH2:5][C:6]1[CH:11]=[C:10]([CH3:12])[CH:9]=[CH:8][N:7]=1)C.[OH-].[Na+].